This data is from Catalyst prediction with 721,799 reactions and 888 catalyst types from USPTO. The task is: Predict which catalyst facilitates the given reaction. (1) Reactant: CS(O)(=O)=O.[NH2:6][CH2:7][C:8]1[CH:9]=[C:10]2[C:14](=[CH:15][CH:16]=1)[C:13](=[O:17])[N:12]([CH:18]1[CH2:23][CH2:22][C:21](=[O:24])[NH:20][C:19]1=[O:25])[CH2:11]2.CN(C(ON1N=NC2C=CC=NC1=2)=[N+](C)C)C.F[P-](F)(F)(F)(F)F.[Cl:50][C:51]1[CH:52]=[C:53]([C:57]([F:62])([F:61])[C:58](O)=[O:59])[CH:54]=[CH:55][CH:56]=1.C(N(C(C)C)C(C)C)C. Product: [Cl:50][C:51]1[CH:52]=[C:53]([C:57]([F:61])([F:62])[C:58]([NH:6][CH2:7][C:8]2[CH:9]=[C:10]3[C:14](=[CH:15][CH:16]=2)[C:13](=[O:17])[N:12]([CH:18]2[CH2:23][CH2:22][C:21](=[O:24])[NH:20][C:19]2=[O:25])[CH2:11]3)=[O:59])[CH:54]=[CH:55][CH:56]=1. The catalyst class is: 18. (2) Reactant: [Cl:1][C:2]1[CH:7]=[CH:6][C:5]([N:8]2[C:13](=[O:14])[C:12]3[CH:15]=[N:16][N:17]([C:18]4[CH:19]=[C:20]([NH:24][S:25]([CH3:28])(=[O:27])=[O:26])[CH:21]=[CH:22][CH:23]=4)[C:11]=3[N:10]=[C:9]2[C:29]2[CH:34]=[CH:33][C:32](B3OC(C)(C)C(C)(C)O3)=[CH:31][CH:30]=2)=[CH:4][CH:3]=1.Br[C:45]1[CH:46]=[N:47][CH:48]=[N:49][CH:50]=1.C(=O)([O-])[O-].[Cs+].[Cs+]. Product: [Cl:1][C:2]1[CH:7]=[CH:6][C:5]([N:8]2[C:13](=[O:14])[C:12]3[CH:15]=[N:16][N:17]([C:18]4[CH:19]=[C:20]([NH:24][S:25]([CH3:28])(=[O:27])=[O:26])[CH:21]=[CH:22][CH:23]=4)[C:11]=3[N:10]=[C:9]2[C:29]2[CH:34]=[CH:33][C:32]([C:45]3[CH:46]=[N:47][CH:48]=[N:49][CH:50]=3)=[CH:31][CH:30]=2)=[CH:4][CH:3]=1. The catalyst class is: 423. (3) Reactant: [OH:1][C:2]1[CH:9]=[CH:8][C:5]([CH:6]=[O:7])=[C:4]([O:10][CH3:11])[CH:3]=1.Br[CH2:13][CH2:14][CH2:15][CH3:16].P([O-])(O)(O)=[O:18].[Na+].S(=O)(=O)(O)O.Cl([O-])=O.[Na+].S([O-])([O-])=O.[Na+].[Na+].Cl. Product: [CH2:13]([O:1][C:2]1[CH:9]=[CH:8][C:5]([C:6]([OH:18])=[O:7])=[C:4]([O:10][CH3:11])[CH:3]=1)[CH2:14][CH2:15][CH3:16]. The catalyst class is: 38.